The task is: Predict the product of the given reaction.. This data is from Forward reaction prediction with 1.9M reactions from USPTO patents (1976-2016). (1) Given the reactants [C:1]1([CH3:29])[CH:6]=[CH:5][C:4]([C:7]2[N:8]=[C:9]3[CH2:23][CH2:22][CH2:21][N:20]([CH2:24][CH2:25][CH2:26][CH:27]=O)[C:10]3=[N:11][C:12]=2[C:13]2[CH:18]=[CH:17][C:16]([CH3:19])=[CH:15][CH:14]=2)=[CH:3][CH:2]=1.[S:30]1[CH2:34][C:33](=[O:35])[NH:32][C:31]1=[O:36].N1CCCCC1.Cl, predict the reaction product. The product is: [C:1]1([CH3:29])[CH:6]=[CH:5][C:4]([C:7]2[N:8]=[C:9]3[CH2:23][CH2:22][CH2:21][N:20]([CH2:24][CH2:25][CH2:26]/[CH:27]=[C:34]4\[C:33](=[O:35])[NH:32][C:31](=[O:36])[S:30]\4)[C:10]3=[N:11][C:12]=2[C:13]2[CH:18]=[CH:17][C:16]([CH3:19])=[CH:15][CH:14]=2)=[CH:3][CH:2]=1. (2) Given the reactants [OH:1][C@@H:2]([C@H:4]1[C:34](=[O:35])[N:6]2[C:7]([C:21]([O:23]CC3C=CC([N+]([O-])=O)=CC=3)=[O:22])=[C:8]([C:11]3[S:15][C:14]4=[C:16]([S:19][CH3:20])[N:17]=[CH:18][N:13]4[CH:12]=3)[C@H:9]([CH3:10])[C@H:5]12)[CH3:3].Br[CH2:37][CH2:38][C:39]([O:41][CH2:42][CH3:43])=[O:40].[I-].[Na+], predict the reaction product. The product is: [CH3:43][CH2:42][O:41][C:39]([CH2:38][CH2:37][N:17]1[C:16]([S:19][CH3:20])=[C:14]2[S:15][C:11]([C:8]3[C@H:9]([CH3:10])[C@@H:5]4[C@@H:4]([C@H:2]([OH:1])[CH3:3])[C:34](=[O:35])[N:6]4[C:7]=3[C:21]([O-:23])=[O:22])=[CH:12][N+:13]2=[CH:18]1)=[O:40]. (3) Given the reactants Cl[C:2]1[C:7]2[O:8][C:9]([C:11]([N:13]3[CH2:18][CH2:17][N:16]([S:19]([CH3:22])(=[O:21])=[O:20])[CH2:15][CH2:14]3)=[O:12])=[CH:10][C:6]=2[C:5](=[O:23])[N:4]([CH3:24])[N:3]=1.O.C(=O)([O-])[O-].[Na+].[Na+].[O:32]1[CH2:37][CH2:36][CH:35]([CH2:38][O:39][C:40]2[CH:45]=[C:44](B3OC(C)(C)C(C)(C)O3)[CH:43]=[CH:42][N:41]=2)[CH2:34][CH2:33]1, predict the reaction product. The product is: [CH3:24][N:4]1[C:5](=[O:23])[C:6]2[CH:10]=[C:9]([C:11]([N:13]3[CH2:18][CH2:17][N:16]([S:19]([CH3:22])(=[O:21])=[O:20])[CH2:15][CH2:14]3)=[O:12])[O:8][C:7]=2[C:2]([C:44]2[CH:43]=[CH:42][N:41]=[C:40]([O:39][CH2:38][CH:35]3[CH2:36][CH2:37][O:32][CH2:33][CH2:34]3)[CH:45]=2)=[N:3]1. (4) Given the reactants Br.Br[C:3]1[C:12]2[CH2:11][CH2:10][NH:9][CH2:8][C:7]=2[N:6]=[CH:5][CH:4]=1.[CH3:13][O:14][C:15]1[CH:20]=[C:19]([C:21]([F:24])([F:23])[F:22])[CH:18]=[CH:17][C:16]=1B(O)O.C(=O)([O-])[O-].[Cs+].[Cs+].O1CCOCC1, predict the reaction product. The product is: [CH3:13][O:14][C:15]1[CH:20]=[C:19]([C:21]([F:22])([F:23])[F:24])[CH:18]=[CH:17][C:16]=1[C:3]1[C:12]2[CH2:11][CH2:10][NH:9][CH2:8][C:7]=2[N:6]=[CH:5][CH:4]=1.